Predict which catalyst facilitates the given reaction. From a dataset of Catalyst prediction with 721,799 reactions and 888 catalyst types from USPTO. (1) Reactant: [O:1]=[C:2]1[NH:8][C:7]2[C:9]([CH3:14])=[CH:10][C:11]([CH3:13])=[CH:12][C:6]=2[NH:5][CH2:4][C@@H:3]1[NH:15][C:16]([O:18][C:19]([CH3:22])([CH3:21])[CH3:20])=[O:17].C(OC(N[C@@H](CN[C:37]1[CH:42]=[C:41](C)[CH:40]=[C:39]([CH3:44])[C:38]=1N)C(O)=O)=O)(C)(C)C.CN1[CH2:52][CH2:51][O:50]CC1.C([O:57]C(Cl)=O)C(C)C. Product: [CH2:44]([O:50][C:51](=[O:57])[CH2:52][N:8]1[C:7]2[C:9]([CH3:14])=[CH:10][C:11]([CH3:13])=[CH:12][C:6]=2[NH:5][CH2:4][C@H:3]([NH:15][C:16]([O:18][C:19]([CH3:22])([CH3:21])[CH3:20])=[O:17])[C:2]1=[O:1])[C:39]1[CH:38]=[CH:37][CH:42]=[CH:41][CH:40]=1. The catalyst class is: 49. (2) Product: [F:18][C:9]1[CH:10]=[CH:11][C:12]([C:14]([F:16])([F:15])[F:17])=[C:13]2[C:8]=1[N:7]([CH2:19][CH2:20][O:21][CH3:22])[CH:6]=[C:5]2[C:3]([OH:26])=[O:4]. The catalyst class is: 74. Reactant: FC(F)(F)[C:3]([C:5]1[C:13]2[C:8](=[C:9]([F:18])[CH:10]=[CH:11][C:12]=2[C:14]([F:17])([F:16])[F:15])[N:7]([CH2:19][CH2:20][O:21][CH3:22])[CH:6]=1)=[O:4].C[OH:26].